Dataset: Peptide-MHC class II binding affinity with 134,281 pairs from IEDB. Task: Regression. Given a peptide amino acid sequence and an MHC pseudo amino acid sequence, predict their binding affinity value. This is MHC class II binding data. The peptide sequence is NKELRLMYVNCVKKN. The MHC is HLA-DQA10501-DQB10201 with pseudo-sequence HLA-DQA10501-DQB10201. The binding affinity (normalized) is 0.360.